From a dataset of Catalyst prediction with 721,799 reactions and 888 catalyst types from USPTO. Predict which catalyst facilitates the given reaction. Reactant: P(Cl)(Cl)(Cl)=O.[N:6]1([CH:14]=[O:15])[C:13]2[N:9]([N:10]=[CH:11][CH:12]=2)[CH2:8][CH2:7]1.[C:16](OCC)(=[O:18])C.O. Product: [N:6]1([CH:14]=[O:15])[C:13]2[N:9]([N:10]=[CH:11][C:12]=2[CH:16]=[O:18])[CH2:8][CH2:7]1. The catalyst class is: 9.